Task: Predict the reactants needed to synthesize the given product.. Dataset: Full USPTO retrosynthesis dataset with 1.9M reactions from patents (1976-2016) (1) The reactants are: Cl[C:2]1[N:7]=[C:6]([C:8]2[CH:13]=[CH:12][C:11]([Cl:18])(C(F)(F)F)[CH2:10][C:9]=2[Cl:19])[CH:5]=[C:4]([C:20]([F:23])([F:22])[F:21])[N:3]=1.[Br:24][C:25]1[CH:26]=[C:27](B(O)O)[CH:28]=[CH:29][CH:30]=1. Given the product [Br:24][C:25]1[CH:30]=[C:29]([C:2]2[N:7]=[C:6]([C:8]3[CH:13]=[CH:12][C:11]([Cl:18])=[CH:10][C:9]=3[Cl:19])[CH:5]=[C:4]([C:20]([F:21])([F:22])[F:23])[N:3]=2)[CH:28]=[CH:27][CH:26]=1, predict the reactants needed to synthesize it. (2) Given the product [F:23][C:17]1[CH:18]=[CH:19][CH:20]=[C:21]([F:22])[C:16]=1[C:15]([NH:14][C:12]1[S:13][C:9]([C:5]2[CH:6]=[CH:7][CH:8]=[C:3]([C:1]3[N:34]=[N:35][N:29]([CH3:32])[N:2]=3)[CH:4]=2)=[C:10]([CH3:25])[N:11]=1)=[O:24], predict the reactants needed to synthesize it. The reactants are: [C:1]([C:3]1[CH:4]=[C:5]([C:9]2[S:13][C:12]([NH:14][C:15](=[O:24])[C:16]3[C:21]([F:22])=[CH:20][CH:19]=[CH:18][C:17]=3[F:23])=[N:11][C:10]=2[CH3:25])[CH:6]=[CH:7][CH:8]=1)#[N:2].Cl.C([N:29]([CH2:32]C)CC)C.[N:34]([Si](C)(C)C)=[N+:35]=[N-]. (3) Given the product [N:6]1[CH:7]=[CH:2][N:19]=[CH:4][C:5]=1[N:8]1[C:16]2[CH:15]=[CH:14][N:13]=[CH:12][C:11]=2[N:10]=[CH:9]1, predict the reactants needed to synthesize it. The reactants are: F[C:2]1C=[CH:4][C:5]([N:8]2[C:16]3[CH:15]=[CH:14][N:13]=[CH:12][C:11]=3[N:10]=[CH:9]2)=[N:6][CH:7]=1.BrC1C=CC(F)=C[N:19]=1.